Dataset: Catalyst prediction with 721,799 reactions and 888 catalyst types from USPTO. Task: Predict which catalyst facilitates the given reaction. (1) Reactant: C[O:2][C:3](=[O:27])[C:4]1[CH:9]=[C:8]([C:10]([F:13])([F:12])[F:11])[CH:7]=[C:6]([S:14]([CH2:17][CH2:18][CH2:19][C:20]([O:22][C:23]([CH3:26])([CH3:25])[CH3:24])=[O:21])(=[O:16])=[O:15])[CH:5]=1.O.O.[OH-].[Li+].Cl. Product: [C:23]([O:22][C:20]([CH2:19][CH2:18][CH2:17][S:14]([C:6]1[CH:5]=[C:4]([CH:9]=[C:8]([C:10]([F:13])([F:11])[F:12])[CH:7]=1)[C:3]([OH:27])=[O:2])(=[O:15])=[O:16])=[O:21])([CH3:26])([CH3:24])[CH3:25]. The catalyst class is: 12. (2) Reactant: [Cl:1][C:2]1[C:3](=[O:34])[N:4]([CH2:22][CH2:23][C:24]2[CH:33]=[CH:32][C:27]([C:28]([O:30]C)=[O:29])=[CH:26][CH:25]=2)[C:5]([C:9](=O)[C:10](=O)C2C=CC=C(CCC)C=2)=[C:6](Cl)[CH:7]=1.Cl.O.[C:37]([O:40][CH2:41][CH3:42])(=O)[CH3:38]. Product: [Cl:1][C:2]1[C:3](=[O:34])[N:4]([CH2:22][CH2:23][C:24]2[CH:25]=[CH:26][C:27]([C:28]([OH:30])=[O:29])=[CH:32][CH:33]=2)[C:42]([CH2:41][O:40][C:37]2[CH:38]=[CH:22][CH:23]=[C:24]([CH2:33][CH3:32])[CH:25]=2)=[C:6]([CH:5]2[CH2:9][CH2:10]2)[CH:7]=1. The catalyst class is: 12. (3) Reactant: Cl.[NH:2]1[C:10]2[C:5](=[C:6]([N:11]3[CH2:16][CH2:15][NH:14][CH2:13][CH2:12]3)[CH:7]=[CH:8][CH:9]=2)[CH:4]=[CH:3]1.C(=O)([O-])[O-].[K+].[K+].[C:23](O[C:23]([O:25][C:26]([CH3:29])([CH3:28])[CH3:27])=[O:24])([O:25][C:26]([CH3:29])([CH3:28])[CH3:27])=[O:24].C(OCC)(=O)C. Product: [C:26]([O:25][C:23]([N:14]1[CH2:15][CH2:16][N:11]([C:6]2[CH:7]=[CH:8][CH:9]=[C:10]3[C:5]=2[CH:4]=[CH:3][NH:2]3)[CH2:12][CH2:13]1)=[O:24])([CH3:29])([CH3:28])[CH3:27]. The catalyst class is: 30. (4) Reactant: [Cl-].O[NH3+:3].[C:4](=[O:7])([O-])[OH:5].[Na+].CS(C)=O.[OH:13][C:14]([CH3:50])([CH3:49])[CH2:15][O:16][C:17]1[CH:22]=[CH:21][C:20]([N:23]2[C:28](=[O:29])[C:27]([CH2:30][C:31]3[CH:36]=[CH:35][C:34]([C:37]4[C:38]([C:43]#[N:44])=[CH:39][CH:40]=[CH:41][CH:42]=4)=[CH:33][CH:32]=3)=[C:26]([CH2:45][CH2:46][CH3:47])[N:25]=[C:24]2[CH3:48])=[CH:19][CH:18]=1. Product: [OH:13][C:14]([CH3:49])([CH3:50])[CH2:15][O:16][C:17]1[CH:22]=[CH:21][C:20]([N:23]2[C:28](=[O:29])[C:27]([CH2:30][C:31]3[CH:36]=[CH:35][C:34]([C:37]4[CH:42]=[CH:41][CH:40]=[CH:39][C:38]=4[C:43]4[NH:3][C:4](=[O:7])[O:5][N:44]=4)=[CH:33][CH:32]=3)=[C:26]([CH2:45][CH2:46][CH3:47])[N:25]=[C:24]2[CH3:48])=[CH:19][CH:18]=1. The catalyst class is: 69. (5) Reactant: [Cl:1][C:2]1[C:10]([CH3:11])=[N:9][C:8]2[N:4]([N:5]=[C:6]3[CH2:14][N:13]([C:15]([C:17]4[CH:22]=[CH:21][C:20]([F:23])=[CH:19][C:18]=4[O:24][CH:25]4[CH2:30][CH2:29][N:28]([CH:31]5[CH2:36][O:35]C(C)(C)[O:33][CH2:32]5)[CH2:27][CH2:26]4)=[O:16])[CH2:12][C:7]3=2)[C:3]=1[CH3:39].O1CCOCC1. Product: [Cl:1][C:2]1[C:10]([CH3:11])=[N:9][C:8]2[N:4]([N:5]=[C:6]3[CH2:14][N:13]([C:15]([C:17]4[CH:22]=[CH:21][C:20]([F:23])=[CH:19][C:18]=4[O:24][CH:25]4[CH2:30][CH2:29][N:28]([CH:31]([CH2:36][OH:35])[CH2:32][OH:33])[CH2:27][CH2:26]4)=[O:16])[CH2:12][C:7]3=2)[C:3]=1[CH3:39]. The catalyst class is: 33.